This data is from Merck oncology drug combination screen with 23,052 pairs across 39 cell lines. The task is: Regression. Given two drug SMILES strings and cell line genomic features, predict the synergy score measuring deviation from expected non-interaction effect. (1) Drug 1: N#Cc1ccc(Cn2cncc2CN2CCN(c3cccc(Cl)c3)C(=O)C2)cc1. Drug 2: CC1(c2nc3c(C(N)=O)cccc3[nH]2)CCCN1. Cell line: UWB1289. Synergy scores: synergy=6.39. (2) Drug 1: CN(Cc1cnc2nc(N)nc(N)c2n1)c1ccc(C(=O)NC(CCC(=O)O)C(=O)O)cc1. Drug 2: NC1(c2ccc(-c3nc4ccn5c(=O)[nH]nc5c4cc3-c3ccccc3)cc2)CCC1. Cell line: NCIH1650. Synergy scores: synergy=3.72. (3) Drug 1: CC(C)CC(NC(=O)C(Cc1ccccc1)NC(=O)c1cnccn1)B(O)O. Drug 2: CCC1(O)C(=O)OCc2c1cc1n(c2=O)Cc2cc3c(CN(C)C)c(O)ccc3nc2-1. Cell line: T47D. Synergy scores: synergy=-0.682. (4) Drug 1: NC(=O)c1cccc2cn(-c3ccc(C4CCCNC4)cc3)nc12. Drug 2: NC1CCCCC1N.O=C(O)C(=O)O.[Pt+2]. Cell line: ZR751. Synergy scores: synergy=-6.54.